This data is from Full USPTO retrosynthesis dataset with 1.9M reactions from patents (1976-2016). The task is: Predict the reactants needed to synthesize the given product. (1) Given the product [C:25]([O:24][C:22]([NH:2][C@H:3]([C:10]#[CH:11])[CH2:4][C:5]([O:7][CH2:8][CH3:9])=[O:6])=[O:23])([CH3:28])([CH3:27])[CH3:26], predict the reactants needed to synthesize it. The reactants are: Cl.[NH2:2][C@H:3]([C:10]#[CH:11])[CH2:4][C:5]([O:7][CH2:8][CH3:9])=[O:6].C(=O)(O)[O-].[Na+].CCOCC.[C:22](O[C:22]([O:24][C:25]([CH3:28])([CH3:27])[CH3:26])=[O:23])([O:24][C:25]([CH3:28])([CH3:27])[CH3:26])=[O:23]. (2) Given the product [Br:3][C:11]1[C:10]2[C:15](=[CH:16][C:17]([O:18][CH3:19])=[C:8]([O:7][CH3:6])[CH:9]=2)[N:14]=[N:13][CH:12]=1, predict the reactants needed to synthesize it. The reactants are: P(Br)(Br)([Br:3])=O.[CH3:6][O:7][C:8]1[CH:9]=[C:10]2[C:15](=[CH:16][C:17]=1[O:18][CH3:19])[N:14]=[N:13][CH:12]=[C:11]2O.C(Cl)(Cl)Cl.C([O-])(=O)C.[Na+].C([O-])(O)=O.[Na+]. (3) Given the product [F:1][C:2]1[CH:3]=[CH:4][C:5]([C:8]2[S:9][CH:10]=[C:11]([C:13]([CH3:17])([CH3:16])[CH2:14][NH:15][C:30](=[O:31])[C:29]3[CH:33]=[C:25]([C:22]4[N:21]=[C:20]([C:19]([F:35])([F:34])[F:18])[O:24][N:23]=4)[CH:26]=[N:27][CH:28]=3)[N:12]=2)=[CH:6][CH:7]=1, predict the reactants needed to synthesize it. The reactants are: [F:1][C:2]1[CH:7]=[CH:6][C:5]([C:8]2[S:9][CH:10]=[C:11]([C:13]([CH3:17])([CH3:16])[CH2:14][NH2:15])[N:12]=2)=[CH:4][CH:3]=1.[F:18][C:19]([F:35])([F:34])[C:20]1[O:24][N:23]=[C:22]([C:25]2[CH:26]=[N:27][CH:28]=[C:29]([CH:33]=2)[C:30](O)=[O:31])[N:21]=1. (4) Given the product [C:1]([C:5]1[CH:9]=[C:8]([NH:10][C:11]([NH:13][C:14]2[CH:19]=[CH:18][C:17]([F:20])=[CH:16][CH:15]=2)=[O:12])[N:7]([C:21]2[CH:31]=[CH:30][CH:29]=[C:23]([CH2:24][Cl:34])[CH:22]=2)[N:6]=1)([CH3:4])([CH3:3])[CH3:2], predict the reactants needed to synthesize it. The reactants are: [C:1]([C:5]1[CH:9]=[C:8]([NH:10][C:11]([NH:13][C:14]2[CH:19]=[CH:18][C:17]([F:20])=[CH:16][CH:15]=2)=[O:12])[N:7]([C:21]2[CH:22]=[C:23]([CH:29]=[CH:30][CH:31]=2)[C:24](OCC)=O)[N:6]=1)([CH3:4])([CH3:3])[CH3:2].S(Cl)([Cl:34])=O.O.